From a dataset of Merck oncology drug combination screen with 23,052 pairs across 39 cell lines. Regression. Given two drug SMILES strings and cell line genomic features, predict the synergy score measuring deviation from expected non-interaction effect. (1) Drug 1: N#Cc1ccc(Cn2cncc2CN2CCN(c3cccc(Cl)c3)C(=O)C2)cc1. Drug 2: CC(C)CC(NC(=O)C(Cc1ccccc1)NC(=O)c1cnccn1)B(O)O. Cell line: NCIH520. Synergy scores: synergy=-17.4. (2) Drug 1: CCN(CC)CCNC(=O)c1c(C)[nH]c(C=C2C(=O)Nc3ccc(F)cc32)c1C. Drug 2: Cc1nc(Nc2ncc(C(=O)Nc3c(C)cccc3Cl)s2)cc(N2CCN(CCO)CC2)n1. Cell line: VCAP. Synergy scores: synergy=26.5. (3) Drug 1: O=C(NOCC(O)CO)c1ccc(F)c(F)c1Nc1ccc(I)cc1F. Drug 2: CCc1c2c(nc3ccc(O)cc13)-c1cc3c(c(=O)n1C2)COC(=O)C3(O)CC. Cell line: LNCAP. Synergy scores: synergy=8.13. (4) Drug 1: CS(=O)(=O)CCNCc1ccc(-c2ccc3ncnc(Nc4ccc(OCc5cccc(F)c5)c(Cl)c4)c3c2)o1. Drug 2: NC1(c2ccc(-c3nc4ccn5c(=O)[nH]nc5c4cc3-c3ccccc3)cc2)CCC1. Cell line: MSTO. Synergy scores: synergy=71.6.